From a dataset of Forward reaction prediction with 1.9M reactions from USPTO patents (1976-2016). Predict the product of the given reaction. Given the reactants [NH3:1].[C:2](=[O:5])([O-])[O-].C(=O)([O-])O.Cl.Br.I.[C:13](O)(=O)[CH2:14][CH3:15].S(=O)(=O)(O)O.P(=O)(O)(O)O.[C:28]([OH:31])(=O)[CH3:29], predict the reaction product. The product is: [CH3:13][C:14]([CH3:15])=[CH:29][C:28]([NH2:1])=[O:31].[CH:28]([N:1]1[CH2:13][CH2:14][CH2:15][C:2]1=[O:5])=[CH2:29].